Dataset: Reaction yield outcomes from USPTO patents with 853,638 reactions. Task: Predict the reaction yield, written as a fraction of the theoretical maximum amount of product (1.0 means a 100% yield; for example, 0.34 means a 34% yield). (1) The reactants are [Br:1]N1C(=O)CCC1=O.[C:9]1([CH:15]2[CH2:20][CH2:19][CH2:18][NH:17][CH2:16]2)[CH:14]=[CH:13][CH:12]=[CH:11][CH:10]=1.C(=O)([O-])[O-].[K+].[K+]. The catalyst is S(=O)(=O)(O)O. The product is [Br:1][C:12]1[CH:13]=[CH:14][C:9]([CH:15]2[CH2:20][CH2:19][CH2:18][NH:17][CH2:16]2)=[CH:10][CH:11]=1. The yield is 0.200. (2) The reactants are [N:1]([O-])=O.[Na+].[NH2:5][C:6]1[CH:15]=[CH:14][C:9]([C:10]([O:12][CH3:13])=[O:11])=[CH:8][C:7]=1[CH3:16]. The catalyst is O.C(O)(=O)C. The product is [NH:5]1[C:6]2[C:7](=[CH:8][C:9]([C:10]([O:12][CH3:13])=[O:11])=[CH:14][CH:15]=2)[CH:16]=[N:1]1. The yield is 0.300. (3) The reactants are [CH3:1][Mg]Br.[OH:4][C:5]1[CH:10]=[CH:9][C:8]([O:11][CH3:12])=[CH:7][C:6]=1[C:13](=[O:15])[CH3:14]. The catalyst is C1COCC1. The product is [OH:15][C:13]([C:6]1[CH:7]=[C:8]([O:11][CH3:12])[CH:9]=[CH:10][C:5]=1[OH:4])([CH3:1])[CH3:14]. The yield is 1.00. (4) The product is [Si:21]([O:1][C:2]1[CH:3]=[C:4]([CH2:10][C:11]([O:13][CH2:14][CH3:15])=[O:12])[CH:5]=[CH:6][C:7]=1[O:8][CH3:9])([C:24]([CH3:27])([CH3:26])[CH3:25])([CH3:23])[CH3:22]. The yield is 0.970. The reactants are [OH:1][C:2]1[CH:3]=[C:4]([CH2:10][C:11]([O:13][CH2:14][CH3:15])=[O:12])[CH:5]=[CH:6][C:7]=1[O:8][CH3:9].N1C=CN=C1.[Si:21](Cl)([C:24]([CH3:27])([CH3:26])[CH3:25])([CH3:23])[CH3:22]. The catalyst is CN(C=O)C. (5) The reactants are FC(F)(F)C(O)=O.[CH:8]([N:11]1[C:15]([C:16]2[N:25]=[C:24]3[N:18]([CH2:19][CH2:20][O:21][C:22]4[CH:29]=[C:28]([CH:30]5[CH2:35][CH2:34][NH:33][CH2:32][CH2:31]5)[CH:27]=[CH:26][C:23]=43)[CH:17]=2)=[N:14][CH:13]=[N:12]1)([CH3:10])[CH3:9].C(=O)([O-])[O-].[K+].[K+].[C:42]([NH:46][C:47](=[O:50])[CH2:48]Cl)([CH3:45])([CH3:44])[CH3:43]. The catalyst is C1COCC1.C(Cl)Cl. The product is [C:42]([NH:46][C:47](=[O:50])[CH2:48][N:33]1[CH2:34][CH2:35][CH:30]([C:28]2[CH:27]=[CH:26][C:23]3[C:24]4[N:18]([CH:17]=[C:16]([C:15]5[N:11]([CH:8]([CH3:10])[CH3:9])[N:12]=[CH:13][N:14]=5)[N:25]=4)[CH2:19][CH2:20][O:21][C:22]=3[CH:29]=2)[CH2:31][CH2:32]1)([CH3:45])([CH3:44])[CH3:43]. The yield is 0.560. (6) The reactants are [N:1]1[N:2]([CH2:6][CH2:7][CH2:8][N:9]2C(=O)C3C(=CC=CC=3)C2=O)[N:3]=[CH:4][CH:5]=1.O.NN.CO. The catalyst is CO.O1CCCC1. The product is [N:1]1[N:2]([CH2:6][CH2:7][CH2:8][NH2:9])[N:3]=[CH:4][CH:5]=1. The yield is 0.196. (7) The reactants are [Cl:1][C:2]1[CH:7]=[CH:6][C:5](B(O)O)=[CH:4][C:3]=1[C:11]([F:14])([F:13])[F:12].I[C:16]1[CH:21]=[CH:20][C:19]([OH:22])=[CH:18][CH:17]=1.C(=O)([O-])[O-].[Cs+].[Cs+].O. The catalyst is O1CCOCC1.C1C=CC([P]([Pd]([P](C2C=CC=CC=2)(C2C=CC=CC=2)C2C=CC=CC=2)([P](C2C=CC=CC=2)(C2C=CC=CC=2)C2C=CC=CC=2)[P](C2C=CC=CC=2)(C2C=CC=CC=2)C2C=CC=CC=2)(C2C=CC=CC=2)C2C=CC=CC=2)=CC=1. The product is [Cl:1][C:2]1[CH:7]=[CH:6][C:5]([C:16]2[CH:21]=[CH:20][C:19]([OH:22])=[CH:18][CH:17]=2)=[CH:4][C:3]=1[C:11]([F:14])([F:13])[F:12]. The yield is 0.270.